Regression. Given two drug SMILES strings and cell line genomic features, predict the synergy score measuring deviation from expected non-interaction effect. From a dataset of NCI-60 drug combinations with 297,098 pairs across 59 cell lines. Drug 1: CC(C)(C#N)C1=CC(=CC(=C1)CN2C=NC=N2)C(C)(C)C#N. Drug 2: COCCOC1=C(C=C2C(=C1)C(=NC=N2)NC3=CC=CC(=C3)C#C)OCCOC.Cl. Cell line: SW-620. Synergy scores: CSS=-3.11, Synergy_ZIP=0.869, Synergy_Bliss=-0.803, Synergy_Loewe=-1.31, Synergy_HSA=-2.72.